This data is from Tox21: 12 toxicity assays (nuclear receptors and stress response pathways). The task is: Binary classification across 12 toxicity assays. The compound is Brc1nc2ccccc2s1. It tested positive (active) for: NR-AhR (Aryl hydrocarbon Receptor agonist activity), and SR-ARE (Antioxidant Response Element (oxidative stress)).